Dataset: Catalyst prediction with 721,799 reactions and 888 catalyst types from USPTO. Task: Predict which catalyst facilitates the given reaction. (1) The catalyst class is: 14. Product: [CH:27]([O:26][C:20]1[C:21]([CH3:25])=[CH:22][CH:23]=[CH:24][C:19]=1[C:18]([NH:17][C:6]1([C:4]([OH:5])=[O:3])[CH2:7][C:8]2[C:13](=[CH:12][C:11]([CH3:15])=[C:10]([CH3:16])[CH:9]=2)[CH2:14]1)=[O:30])([CH3:29])[CH3:28]. Reactant: C([O:3][C:4]([C:6]1([NH:17][C:18](=[O:30])[C:19]2[CH:24]=[CH:23][CH:22]=[C:21]([CH3:25])[C:20]=2[O:26][CH:27]([CH3:29])[CH3:28])[CH2:14][C:13]2[C:8](=[CH:9][C:10]([CH3:16])=[C:11]([CH3:15])[CH:12]=2)[CH2:7]1)=[O:5])C.[OH-].[K+].O. (2) Reactant: [Cl:1][C:2]1[CH:3]=[C:4]([C:12]2[O:16][N:15]=[C:14]([C:17]3[CH:18]=[CH:19][CH:20]=[C:21]4[C:25]=3[NH:24][CH:23]=[CH:22]4)[N:13]=2)[CH:5]=[CH:6][C:7]=1[O:8][CH:9]([CH3:11])[CH3:10].[CH2:26]1N2CCN(CC2)C1.C(=O)(OC)OC. Product: [Cl:1][C:2]1[CH:3]=[C:4]([C:12]2[O:16][N:15]=[C:14]([C:17]3[CH:18]=[CH:19][CH:20]=[C:21]4[C:25]=3[N:24]([CH3:26])[CH:23]=[CH:22]4)[N:13]=2)[CH:5]=[CH:6][C:7]=1[O:8][CH:9]([CH3:10])[CH3:11]. The catalyst class is: 9. (3) Reactant: [CH2:1]([O:3][CH:4]([O:14][CH2:15][CH3:16])[C:5]1[N:10]=[C:9](O)[C:8]([CH3:12])=[C:7]([CH3:13])[N:6]=1)[CH3:2].S(Cl)([Cl:19])=O.C(=O)(O)[O-].[Na+]. Product: [Cl:19][C:9]1[C:8]([CH3:12])=[C:7]([CH3:13])[N:6]=[C:5]([CH:4]([O:14][CH2:15][CH3:16])[O:3][CH2:1][CH3:2])[N:10]=1. The catalyst class is: 9. (4) Reactant: [Cl:1][C:2]1[CH:3]=[C:4](Br)[CH:5]=[CH:6][CH:7]=1.[Li]CCCC.CCCCCC.[CH3:20][C:21]1[S:25][CH:24]=[N:23][C:22]=1[CH:26]=[O:27]. Product: [Cl:1][C:2]1[CH:3]=[C:4]([CH:26]([C:22]2[N:23]=[CH:24][S:25][C:21]=2[CH3:20])[OH:27])[CH:5]=[CH:6][CH:7]=1. The catalyst class is: 1. (5) Reactant: [Cl:1][C:2]1[CH:3]=[CH:4][C:5]([NH:12][CH:13]2[CH2:18][CH2:17][CH2:16][CH2:15][CH2:14]2)=[C:6]([CH:11]=1)[C:7]([O:9]C)=[O:8].[OH-].[Na+]. Product: [Cl:1][C:2]1[CH:3]=[CH:4][C:5]([NH:12][CH:13]2[CH2:14][CH2:15][CH2:16][CH2:17][CH2:18]2)=[C:6]([CH:11]=1)[C:7]([OH:9])=[O:8]. The catalyst class is: 8.